This data is from Full USPTO retrosynthesis dataset with 1.9M reactions from patents (1976-2016). The task is: Predict the reactants needed to synthesize the given product. (1) Given the product [NH2:4][C:5]1[CH:6]=[C:7]2[C:11](=[CH:12][CH:13]=1)[C:10]1([C:17](=[O:18])[N:16]([CH2:19][C:20]([N:22]([CH2:28][C:29]3[CH:34]=[CH:33][CH:32]=[CH:31][CH:30]=3)[C@H:23]([CH:25]3[CH2:26][CH2:27]3)[CH3:24])=[O:21])[C:15](=[O:35])[NH:14]1)[CH2:9][CH2:8]2, predict the reactants needed to synthesize it. The reactants are: C([NH:4][C:5]1[CH:6]=[C:7]2[C:11](=[CH:12][CH:13]=1)[C:10]1([C:17](=[O:18])[N:16]([CH2:19][C:20]([N:22]([CH2:28][C:29]3[CH:34]=[CH:33][CH:32]=[CH:31][CH:30]=3)[C@H:23]([CH:25]3[CH2:27][CH2:26]3)[CH3:24])=[O:21])[C:15](=[O:35])[NH:14]1)[CH2:9][CH2:8]2)(=O)C.Cl.O. (2) The reactants are: Cl[C:2]1[CH:7]=[C:6]([O:8][C:9]2[C:10]([CH3:18])=[N:11][C:12]([N+:15]([O-:17])=[O:16])=[CH:13][CH:14]=2)[CH:5]=[CH:4][N:3]=1.[CH3:19][N:20]([CH3:24])[C:21]([NH2:23])=[O:22].CC1(C)C2C(=C(P(C3C=CC=CC=3)C3C=CC=CC=3)C=CC=2)OC2C(P(C3C=CC=CC=3)C3C=CC=CC=3)=CC=CC1=2.C([O-])([O-])=O.[Cs+].[Cs+]. Given the product [CH3:19][N:20]([CH3:24])[C:21]([NH:23][C:2]1[CH:7]=[C:6]([O:8][C:9]2[C:10]([CH3:18])=[N:11][C:12]([N+:15]([O-:17])=[O:16])=[CH:13][CH:14]=2)[CH:5]=[CH:4][N:3]=1)=[O:22], predict the reactants needed to synthesize it. (3) Given the product [C:40]([C:32]1[CH:31]=[C:30]([NH:29][C:28]([N:24]2[C:25]3[C:21](=[CH:20][C:19]([O:18][C:14]4[C:15]5[CH2:16][CH2:17][NH:8][CH2:9][C:10]=5[N:11]=[CH:12][N:13]=4)=[CH:27][CH:26]=3)[CH:22]=[CH:23]2)=[O:42])[CH:35]=[C:34]([C:36]([F:38])([F:39])[F:37])[CH:33]=1)#[N:41], predict the reactants needed to synthesize it. The reactants are: C(OC([N:8]1[CH2:17][CH2:16][C:15]2[C:14]([O:18][C:19]3[CH:20]=[C:21]4[C:25](=[CH:26][CH:27]=3)[N:24]([C:28](=[O:42])[NH:29][C:30]3[CH:35]=[C:34]([C:36]([F:39])([F:38])[F:37])[CH:33]=[C:32]([C:40]#[N:41])[CH:31]=3)[CH:23]=[CH:22]4)=[N:13][CH:12]=[N:11][C:10]=2[CH2:9]1)=O)(C)(C)C. (4) The reactants are: C[N+]1([O-])CC[O:5]CC1.[CH2:9]([C:11]12CC=[C:33]([C:36]([F:39])([F:38])[F:37])[CH2:32][CH:12]1CC[CH2:15][C:16]1[C:17]2=[CH:18][C:19]2[CH:20]=[N:21][N:22]([C:25]3[CH:30]=[CH:29][C:28]([F:31])=[CH:27][CH:26]=3)[C:23]=2[CH:24]=1)[CH3:10].C(C12CCC(C(F)(F)F)=CC1CCCC1C2=CC2C=NN(C3C=CC(F)=CC=3)C=2C=1)C.[CH2:71]1[CH2:75][O:74][CH2:73][CH2:72]1. Given the product [CH2:9]([C:11]12[CH2:12][CH2:32][C:33]([C:36]([F:39])([F:38])[F:37])([OH:5])[CH:73]([OH:74])[CH:72]1[CH2:71][CH2:75][CH2:15][C:16]1[C:17]2=[CH:18][C:19]2[CH:20]=[N:21][N:22]([C:25]3[CH:30]=[CH:29][C:28]([F:31])=[CH:27][CH:26]=3)[C:23]=2[CH:24]=1)[CH3:10], predict the reactants needed to synthesize it.